Dataset: NCI-60 drug combinations with 297,098 pairs across 59 cell lines. Task: Regression. Given two drug SMILES strings and cell line genomic features, predict the synergy score measuring deviation from expected non-interaction effect. (1) Drug 1: CS(=O)(=O)CCNCC1=CC=C(O1)C2=CC3=C(C=C2)N=CN=C3NC4=CC(=C(C=C4)OCC5=CC(=CC=C5)F)Cl. Drug 2: CC1C(C(CC(O1)OC2CC(OC(C2O)C)OC3=CC4=CC5=C(C(=O)C(C(C5)C(C(=O)C(C(C)O)O)OC)OC6CC(C(C(O6)C)O)OC7CC(C(C(O7)C)O)OC8CC(C(C(O8)C)O)(C)O)C(=C4C(=C3C)O)O)O)O. Cell line: HCT116. Synergy scores: CSS=56.9, Synergy_ZIP=3.42, Synergy_Bliss=-0.855, Synergy_Loewe=-23.9, Synergy_HSA=-5.06. (2) Drug 1: C1=NC2=C(N1)C(=S)N=CN2. Drug 2: C(CC(=O)O)C(=O)CN.Cl. Cell line: CCRF-CEM. Synergy scores: CSS=42.6, Synergy_ZIP=-6.24, Synergy_Bliss=-3.43, Synergy_Loewe=-15.5, Synergy_HSA=-1.04. (3) Drug 1: CC(C1=C(C=CC(=C1Cl)F)Cl)OC2=C(N=CC(=C2)C3=CN(N=C3)C4CCNCC4)N. Cell line: MALME-3M. Synergy scores: CSS=15.2, Synergy_ZIP=-1.80, Synergy_Bliss=-3.38, Synergy_Loewe=-5.45, Synergy_HSA=-3.88. Drug 2: CC12CCC3C(C1CCC2=O)CC(=C)C4=CC(=O)C=CC34C. (4) Drug 1: CC1=C2C(C(=O)C3(C(CC4C(C3C(C(C2(C)C)(CC1OC(=O)C(C(C5=CC=CC=C5)NC(=O)OC(C)(C)C)O)O)OC(=O)C6=CC=CC=C6)(CO4)OC(=O)C)OC)C)OC. Drug 2: C1=NC2=C(N1)C(=S)N=CN2. Cell line: PC-3. Synergy scores: CSS=23.3, Synergy_ZIP=-11.0, Synergy_Bliss=-16.5, Synergy_Loewe=-19.0, Synergy_HSA=-12.6. (5) Drug 1: CNC(=O)C1=CC=CC=C1SC2=CC3=C(C=C2)C(=NN3)C=CC4=CC=CC=N4. Drug 2: CC1=C(C(CCC1)(C)C)C=CC(=CC=CC(=CC(=O)O)C)C. Cell line: RXF 393. Synergy scores: CSS=6.44, Synergy_ZIP=-2.44, Synergy_Bliss=-0.595, Synergy_Loewe=0.0308, Synergy_HSA=0.187.